The task is: Binary Classification. Given a drug SMILES string, predict its activity (active/inactive) in a high-throughput screening assay against a specified biological target.. This data is from Kir2.1 potassium channel HTS with 301,493 compounds. The molecule is S(CC(OC(C(=O)c1c(cc(c(c1)C)C)C)C)=O)CC(=O)Nc1noc(c1)C. The result is 1 (active).